Task: Predict the reactants needed to synthesize the given product.. Dataset: Full USPTO retrosynthesis dataset with 1.9M reactions from patents (1976-2016) (1) Given the product [F:19][C:16]1[CH:17]=[CH:18][C:13]([O:12][CH2:11][C:9]2[N:10]=[C:5]3[N:4]=[CH:3][C:2]([C:24]4[CH:23]=[CH:22][C:21]([OH:20])=[N:26][CH:25]=4)=[CH:7][N:6]3[CH:8]=2)=[CH:14][CH:15]=1, predict the reactants needed to synthesize it. The reactants are: Br[C:2]1[CH:3]=[N:4][C:5]2[N:6]([CH:8]=[C:9]([CH2:11][O:12][C:13]3[CH:18]=[CH:17][C:16]([F:19])=[CH:15][CH:14]=3)[N:10]=2)[CH:7]=1.[OH:20][C:21]1[N:26]=[CH:25][C:24](B(O)O)=[CH:23][CH:22]=1. (2) Given the product [Br:1][C:2]1[CH:23]=[CH:22][C:21]([F:24])=[CH:20][C:3]=1[O:4][C:5]1[CH:10]=[CH:9][C:8]([C:11]2[CH:15]=[C:14]([C:16]([NH2:26])=[O:17])[O:13][N:12]=2)=[CH:7][CH:6]=1, predict the reactants needed to synthesize it. The reactants are: [Br:1][C:2]1[CH:23]=[CH:22][C:21]([F:24])=[CH:20][C:3]=1[O:4][C:5]1[CH:10]=[CH:9][C:8]([C:11]2[CH:15]=[C:14]([C:16](OC)=[O:17])[O:13][N:12]=2)=[CH:7][CH:6]=1.[OH-].[NH4+:26]. (3) Given the product [N:1]1[CH:2]=[N:3][N:4]2[CH:9]=[C:8]([C:10](=[O:22])[C:11]([C:13]3[CH:18]=[CH:17][CH:16]=[C:15]([CH3:19])[N:14]=3)=[O:12])[CH:7]=[CH:6][C:5]=12, predict the reactants needed to synthesize it. The reactants are: [N:1]1[CH:2]=[N:3][N:4]2[CH:9]=[C:8]([CH2:10][C:11]([C:13]3[CH:18]=[CH:17][CH:16]=[C:15]([CH3:19])[N:14]=3)=[O:12])[CH:7]=[CH:6][C:5]=12.Br.C([O-])([O-])=[O:22].[K+].[K+]. (4) Given the product [Br:1][C:2]1[CH:18]=[CH:17][C:5]([O:6][Si:7]([CH:14]([CH3:16])[CH3:15])([CH:8]([CH3:9])[CH3:10])[CH:11]([CH3:12])[CH3:13])=[C:4]([Cl:19])[C:3]=1[I:28], predict the reactants needed to synthesize it. The reactants are: [Br:1][C:2]1[CH:18]=[CH:17][C:5]([O:6][Si:7]([CH:14]([CH3:16])[CH3:15])([CH:11]([CH3:13])[CH3:12])[CH:8]([CH3:10])[CH3:9])=[C:4]([Cl:19])[CH:3]=1.[Li+].CC([N-]C(C)C)C.[I:28]I. (5) Given the product [P:25]([O:1][CH2:2][C:3]([CH3:20])([CH3:19])[CH2:4][NH:5][C:6]1[CH:11]=[CH:10][C:9]([S:12](=[O:13])(=[O:14])[NH2:15])=[CH:8][C:7]=1[N+:16]([O-:18])=[O:17])([O:26][C:27]([CH3:28])([CH3:29])[CH3:30])([O:31][C:32]([CH3:33])([CH3:34])[CH3:35])=[O:47], predict the reactants needed to synthesize it. The reactants are: [OH:1][CH2:2][C:3]([CH3:20])([CH3:19])[CH2:4][NH:5][C:6]1[CH:11]=[CH:10][C:9]([S:12]([NH2:15])(=[O:14])=[O:13])=[CH:8][C:7]=1[N+:16]([O-:18])=[O:17].C(N(C(C)C)[P:25]([O:31][C:32]([CH3:35])([CH3:34])[CH3:33])[O:26][C:27]([CH3:30])([CH3:29])[CH3:28])(C)C.N1C=NN=N1.OO.S(=O)(=O)(O)[O-:47].[Na+].